From a dataset of Full USPTO retrosynthesis dataset with 1.9M reactions from patents (1976-2016). Predict the reactants needed to synthesize the given product. The reactants are: [OH:1][CH2:2][CH2:3][NH:4][C:5](=[O:14])[O:6][CH2:7][C:8]1[CH:13]=[CH:12][CH:11]=[CH:10][CH:9]=1.[C:28]1(P([C:28]2[CH:33]=[CH:32][CH:31]=[CH:30][CH:29]=2)[C:28]2[CH:33]=[CH:32][CH:31]=[CH:30][CH:29]=2)[CH:33]=[CH:32][CH:31]=[CH:30][CH:29]=1.[N:34]([C:41]([O:43]CC)=O)=NC(OCC)=O.[C:46](OCC)(=[O:48])C. Given the product [CH2:7]([O:6][C:5]([NH:4][CH2:3][CH2:2][O:1][N:34]1[C:41](=[O:43])[C:33]2=[CH:32][CH:31]=[CH:30][CH:29]=[C:28]2[C:46]1=[O:48])=[O:14])[C:8]1[CH:9]=[CH:10][CH:11]=[CH:12][CH:13]=1, predict the reactants needed to synthesize it.